From a dataset of Blood-brain barrier permeability classification from the B3DB database. Regression/Classification. Given a drug SMILES string, predict its absorption, distribution, metabolism, or excretion properties. Task type varies by dataset: regression for continuous measurements (e.g., permeability, clearance, half-life) or binary classification for categorical outcomes (e.g., BBB penetration, CYP inhibition). Dataset: b3db_classification. (1) The drug is C/C=C(\C)C(=O)OC1C(C)=CC23C(=O)C(C=C(CO)C(O)C12O)C1C(CC3C)C1(C)C. The result is 0 (does not penetrate BBB). (2) The compound is NCCC(O)(P(=O)(O)O)P(=O)(O)O. The result is 0 (does not penetrate BBB). (3) The molecule is COCCCN1CCC(NC(=O)c2cc(Cl)c(N)c3c2OCC3)CC1. The result is 1 (penetrates BBB). (4) The molecule is C[C@@H]1CC2C3C[C@H](F)C4=CC(=O)C=CC4(C)[C@@]3(Cl)C(O)CC2(C)C1C(=O)COC(=O)C(C)(C)C. The result is 1 (penetrates BBB). (5) The molecule is Cc1cccc(C)c1NC(=O)[C@@H](C)N. The result is 1 (penetrates BBB).